Predict the product of the given reaction. From a dataset of Forward reaction prediction with 1.9M reactions from USPTO patents (1976-2016). (1) Given the reactants Cl.[NH2:2][C:3]1[CH:8]=[CH:7][CH:6]=[CH:5][CH:4]=1.[C:9](Cl)(=[O:13])[C:10]([Cl:12])=[O:11], predict the reaction product. The product is: [O:13]=[C:9]([NH:2][C:3]1[CH:8]=[CH:7][CH:6]=[CH:5][CH:4]=1)[C:10]([Cl:12])=[O:11]. (2) Given the reactants [CH3:1][O:2][C:3](=[O:20])[C:4]1[C:9]([OH:10])=[C:8]([O:11][CH2:12][C:13]2[CH:18]=[CH:17][CH:16]=[CH:15][CH:14]=2)[C:7]([CH3:19])=[N:6][CH:5]=1.[C:21](OC(=O)C)(=[O:23])[CH3:22], predict the reaction product. The product is: [CH3:1][O:2][C:3](=[O:20])[C:4]1[C:9]([O:10][C:21](=[O:23])[CH3:22])=[C:8]([O:11][CH2:12][C:13]2[CH:18]=[CH:17][CH:16]=[CH:15][CH:14]=2)[C:7]([CH3:19])=[N:6][CH:5]=1.